From a dataset of Peptide-MHC class II binding affinity with 134,281 pairs from IEDB. Regression. Given a peptide amino acid sequence and an MHC pseudo amino acid sequence, predict their binding affinity value. This is MHC class II binding data. (1) The peptide sequence is MTDPHAMRDMAGRFE. The MHC is DRB1_0802 with pseudo-sequence DRB1_0802. The binding affinity (normalized) is 0.161. (2) The peptide sequence is SVVVQDPKNVYQRGTHHHHHH. The MHC is HLA-DQA10501-DQB10302 with pseudo-sequence HLA-DQA10501-DQB10302. The binding affinity (normalized) is 0.175. (3) The peptide sequence is LSEEKVPWDQVVMTS. The MHC is DRB1_1301 with pseudo-sequence DRB1_1301. The binding affinity (normalized) is 0.332. (4) The peptide sequence is MMGKREKKLSEFGKA. The MHC is DRB1_0701 with pseudo-sequence DRB1_0701. The binding affinity (normalized) is 0.248.